Dataset: Peptide-MHC class I binding affinity with 185,985 pairs from IEDB/IMGT. Task: Regression. Given a peptide amino acid sequence and an MHC pseudo amino acid sequence, predict their binding affinity value. This is MHC class I binding data. (1) The MHC is HLA-A02:02 with pseudo-sequence HLA-A02:02. The binding affinity (normalized) is 0.0289. The peptide sequence is EAKTHFSTT. (2) The peptide sequence is ALLSTDGNK. The MHC is HLA-A31:01 with pseudo-sequence HLA-A31:01. The binding affinity (normalized) is 0.147. (3) The peptide sequence is YLDYDTIYV. The MHC is HLA-A02:06 with pseudo-sequence HLA-A02:06. The binding affinity (normalized) is 1.00. (4) The peptide sequence is TEKSNVVRG. The MHC is HLA-B45:01 with pseudo-sequence HLA-B45:01. The binding affinity (normalized) is 0.0418. (5) The peptide sequence is MTFPLHFRS. The binding affinity (normalized) is 0.213. The MHC is HLA-B40:01 with pseudo-sequence HLA-B40:01. (6) The peptide sequence is WTEHRQVRY. The MHC is HLA-A11:01 with pseudo-sequence HLA-A11:01. The binding affinity (normalized) is 0.0847.